Dataset: Peptide-MHC class I binding affinity with 185,985 pairs from IEDB/IMGT. Task: Regression. Given a peptide amino acid sequence and an MHC pseudo amino acid sequence, predict their binding affinity value. This is MHC class I binding data. (1) The peptide sequence is EEDEGEELF. The MHC is HLA-A26:02 with pseudo-sequence HLA-A26:02. The binding affinity (normalized) is 0.0847. (2) The peptide sequence is SLLNATDIAV. The MHC is HLA-B51:01 with pseudo-sequence HLA-B51:01. The binding affinity (normalized) is 0.